This data is from Full USPTO retrosynthesis dataset with 1.9M reactions from patents (1976-2016). The task is: Predict the reactants needed to synthesize the given product. Given the product [CH2:21]([C:20]1[N:19]=[C:18]([C:23]([NH2:25])=[O:24])[C:17]([NH:26][C:27]2[CH:32]=[CH:31][C:30]([N:33]3[CH2:38][CH2:37][CH:36]([N:39]4[CH2:44][CH2:43][N:42]([CH3:45])[CH2:41][CH2:40]4)[CH2:35][CH2:34]3)=[CH:29][CH:28]=2)=[N:16][C:15]=1[O:14][CH2:13][C@H:9]1[CH2:10][CH2:11][CH2:12][NH:8]1)[CH3:22], predict the reactants needed to synthesize it. The reactants are: C([N:8]1[CH2:12][CH2:11][CH2:10][C@@H:9]1[CH2:13][O:14][C:15]1[N:16]=[C:17]([NH:26][C:27]2[CH:32]=[CH:31][C:30]([N:33]3[CH2:38][CH2:37][CH:36]([N:39]4[CH2:44][CH2:43][N:42]([CH3:45])[CH2:41][CH2:40]4)[CH2:35][CH2:34]3)=[CH:29][CH:28]=2)[C:18]([C:23]([NH2:25])=[O:24])=[N:19][C:20]=1[CH2:21][CH3:22])C1C=CC=CC=1.